From a dataset of Full USPTO retrosynthesis dataset with 1.9M reactions from patents (1976-2016). Predict the reactants needed to synthesize the given product. (1) Given the product [CH2:1]([O:3][C:4]([C:6]1[C:10]([CH2:11][CH2:12][CH2:13][N:14]([CH3:16])[CH3:15])=[CH:9][NH:8][C:7]=1[CH3:18])=[O:5])[CH3:2], predict the reactants needed to synthesize it. The reactants are: [CH2:1]([O:3][C:4]([C:6]1[C:10]([CH2:11][CH2:12][C:13](=O)[N:14]([CH3:16])[CH3:15])=[CH:9][NH:8][C:7]=1[CH3:18])=[O:5])[CH3:2].B.O1CCCC1.CO. (2) Given the product [N+:14]([C:13]1[CH:12]=[CH:11][C:10]([O:17][P:2]([CH3:1])(=[S:3])[O:17][C:10]2[CH:9]=[CH:8][C:13]([N+:14]([O-:16])=[O:15])=[CH:12][CH:11]=2)=[CH:9][CH:8]=1)([O-:16])=[O:15], predict the reactants needed to synthesize it. The reactants are: [CH3:1][P:2](Cl)(Cl)=[S:3].[H-].[Na+].[CH:8]1[C:13]([N+:14]([O-:16])=[O:15])=[CH:12][CH:11]=[C:10]([OH:17])[CH:9]=1.